From a dataset of TCR-epitope binding with 47,182 pairs between 192 epitopes and 23,139 TCRs. Binary Classification. Given a T-cell receptor sequence (or CDR3 region) and an epitope sequence, predict whether binding occurs between them. (1) The TCR CDR3 sequence is CASSTSTGELFF. The epitope is LPPIVAKEI. Result: 0 (the TCR does not bind to the epitope). (2) The epitope is SLYNTVATL. The TCR CDR3 sequence is CASSFDAEAFF. Result: 1 (the TCR binds to the epitope). (3) The epitope is PKYVKQNTLKLAT. Result: 1 (the TCR binds to the epitope). The TCR CDR3 sequence is CASSEIAGGLGFF. (4) The epitope is KRWIILGLNK. The TCR CDR3 sequence is CASSFGPSNQPQHF. Result: 1 (the TCR binds to the epitope). (5) The epitope is SGPLKAEIAQRLED. The TCR CDR3 sequence is CASSPLPGTTGTDTQYF. Result: 0 (the TCR does not bind to the epitope).